This data is from Full USPTO retrosynthesis dataset with 1.9M reactions from patents (1976-2016). The task is: Predict the reactants needed to synthesize the given product. (1) Given the product [Br:11][C:12]1[CH:13]=[CH:14][C:15]2[N:21]3[C:22]([CH3:25])=[N:23][N:24]=[C:20]3[C@H:19]([CH3:26])[CH2:18][N:17]([C:2]3[CH:7]=[N:6][C:5]([N+:8]([O-:10])=[O:9])=[CH:4][CH:3]=3)[C:16]=2[CH:27]=1, predict the reactants needed to synthesize it. The reactants are: F[C:2]1[CH:3]=[CH:4][C:5]([N+:8]([O-:10])=[O:9])=[N:6][CH:7]=1.[Br:11][C:12]1[CH:13]=[CH:14][C:15]2[N:21]3[C:22]([CH3:25])=[N:23][N:24]=[C:20]3[C@H:19]([CH3:26])[CH2:18][NH:17][C:16]=2[CH:27]=1.C([O-])(C)(C)C.[K+]. (2) Given the product [CH3:1][C:2]12[CH2:17][NH:16][CH2:15][CH2:14][CH:3]1[N:4]1[CH2:13][CH2:12][O:11][C:6]3[CH:7]=[CH:8][CH:9]=[C:10]2[C:5]1=3, predict the reactants needed to synthesize it. The reactants are: [CH3:1][C:2]12[CH2:17][N:16](C(OC(C)(C)C)=O)[CH2:15][CH2:14][CH:3]1[N:4]1[CH2:13][CH2:12][O:11][C:6]3[CH:7]=[CH:8][CH:9]=[C:10]2[C:5]1=3.FC(F)(F)C(O)=O.[OH-].[Na+]. (3) Given the product [C:1]([C:5]1[CH:6]=[CH:7][C:8]([C:9]([NH:11][C@@H:12]([CH2:25][C:26]2[CH:31]=[CH:30][C:29]([C:32]3[N:37]=[CH:36][C:35]([C:38]4[CH:39]=[CH:40][C:41]([O:44][CH2:45][CH2:46][CH2:47][CH2:48][CH2:49][CH2:50][CH3:51])=[CH:42][CH:43]=4)=[CH:34][N:33]=3)=[CH:28][CH:27]=2)[C:13]([NH:15][C@H:16]([CH3:24])[C:17]([OH:19])=[O:18])=[O:14])=[O:10])=[CH:52][CH:53]=1)([CH3:3])([CH3:2])[CH3:4], predict the reactants needed to synthesize it. The reactants are: [C:1]([C:5]1[CH:53]=[CH:52][C:8]([C:9]([NH:11][C@@H:12]([CH2:25][C:26]2[CH:31]=[CH:30][C:29]([C:32]3[N:37]=[CH:36][C:35]([C:38]4[CH:43]=[CH:42][C:41]([O:44][CH2:45][CH2:46][CH2:47][CH2:48][CH2:49][CH2:50][CH3:51])=[CH:40][CH:39]=4)=[CH:34][N:33]=3)=[CH:28][CH:27]=2)[C:13]([NH:15][C@H:16]([CH3:24])[C:17]([O:19]C(C)(C)C)=[O:18])=[O:14])=[O:10])=[CH:7][CH:6]=1)([CH3:4])([CH3:3])[CH3:2].C(O)(C(F)(F)F)=O. (4) Given the product [Br:38][C:39]1[N:44]=[C:43]([N+:45]([O-:47])=[O:46])[C:42]([O:37][CH2:36][CH2:35][Br:34])=[CH:41][CH:40]=1, predict the reactants needed to synthesize it. The reactants are: C1C=CC(P(C2C=CC=CC=2)C2C=CC=CC=2)=CC=1.CC(OC(/N=N/C(OC(C)C)=O)=O)C.[Br:34][CH2:35][CH2:36][OH:37].[Br:38][C:39]1[N:44]=[C:43]([N+:45]([O-:47])=[O:46])[C:42](O)=[CH:41][CH:40]=1. (5) Given the product [O:23]=[S:24]1(=[O:26])[CH2:2][CH:3]=[C:4]([C:7]2[C:8]([NH2:19])=[CH:9][C:10]([N:13]3[CH2:14][CH2:15][O:16][CH2:17][CH2:18]3)=[N:11][CH:12]=2)[CH2:5][CH2:6]1, predict the reactants needed to synthesize it. The reactants are: S1[CH2:6][CH:5]=[C:4]([C:7]2[C:8]([NH2:19])=[CH:9][C:10]([N:13]3[CH2:18][CH2:17][O:16][CH2:15][CH2:14]3)=[N:11][CH:12]=2)[CH2:3][CH2:2]1.CO.O[O:23][S:24]([O-:26])=O.[K+]. (6) Given the product [CH2:1]([O:3][C:4]([C:6]1[CH:7]=[CH:8][C:9]([O:24][CH2:25][O:26][CH3:27])=[C:10]([CH:12]2[CH2:16][CH2:15][CH2:14][N:13]2[C:17]([O:19][C:20]([CH3:23])([CH3:22])[CH3:21])=[O:18])[CH:11]=1)=[O:5])[CH3:2], predict the reactants needed to synthesize it. The reactants are: [CH2:1]([O:3][C:4]([C:6]1[CH:7]=[CH:8][C:9]([O:24][CH2:25][O:26][CH3:27])=[C:10]([C:12]2[N:13]([C:17]([O:19][C:20]([CH3:23])([CH3:22])[CH3:21])=[O:18])[CH:14]=[CH:15][CH:16]=2)[CH:11]=1)=[O:5])[CH3:2].[H][H]. (7) Given the product [CH2:19]([NH:26][C@H:10]1[CH2:9][CH2:8][N:7]([C:12](=[O:17])[C:13]([F:16])([F:15])[F:14])[CH2:6][C@H:5]1[O:4][CH2:3][CH:2]([F:18])[F:1])[C:20]1[CH:25]=[CH:24][CH:23]=[CH:22][CH:21]=1, predict the reactants needed to synthesize it. The reactants are: [F:1][CH:2]([F:18])[CH2:3][O:4][CH:5]1[C:10](=O)[CH2:9][CH2:8][N:7]([C:12](=[O:17])[C:13]([F:16])([F:15])[F:14])[CH2:6]1.[CH2:19]([NH2:26])[C:20]1[CH:25]=[CH:24][CH:23]=[CH:22][CH:21]=1.C(O[BH-](OC(=O)C)OC(=O)C)(=O)C.[Na+]. (8) Given the product [CH3:3][CH2:4][CH2:5][CH2:6][C:7]1[N:11]([CH2:12][C:13]2[CH:18]=[CH:17][C:16]([C:19]3[CH:20]=[CH:21][CH:22]=[CH:23][C:24]=3[C:25]3[N:29]=[N:28][N-:27][N:26]=3)=[CH:15][CH:14]=2)[C:10]([CH2:30][OH:31])=[C:9]([Cl:32])[N:8]=1.[K+:2], predict the reactants needed to synthesize it. The reactants are: [OH-].[K+:2].[CH3:3][CH2:4][CH2:5][CH2:6][C:7]1[N:11]([CH2:12][C:13]2[CH:14]=[CH:15][C:16]([C:19]3[CH:20]=[CH:21][CH:22]=[CH:23][C:24]=3[C:25]3[N:29]=[N:28][NH:27][N:26]=3)=[CH:17][CH:18]=2)[C:10]([CH2:30][OH:31])=[C:9]([Cl:32])[N:8]=1. (9) Given the product [S:25]1[CH2:30][CH2:29][N:28]([C:31]2[CH:32]=[CH:33][C:34]([NH:35][C:2]3[C:3]4[NH:15][N:14]=[CH:13][C:4]=4[N:5]=[C:6]([C:8]4[CH:12]=[CH:11][S:10][CH:9]=4)[N:7]=3)=[CH:36][CH:37]=2)[CH2:27][CH2:26]1, predict the reactants needed to synthesize it. The reactants are: Cl[C:2]1[C:3]2[C:4](=[CH:13][N:14](CC3C=CC(OC)=CC=3)[N:15]=2)[N:5]=[C:6]([C:8]2[CH:12]=[CH:11][S:10][CH:9]=2)[N:7]=1.[S:25]1[CH2:30][CH2:29][N:28]([C:31]2[CH:37]=[CH:36][C:34]([NH2:35])=[CH:33][CH:32]=2)[CH2:27][CH2:26]1.Cl.